This data is from Reaction yield outcomes from USPTO patents with 853,638 reactions. The task is: Predict the reaction yield, written as a fraction of the theoretical maximum amount of product (1.0 means a 100% yield; for example, 0.34 means a 34% yield). (1) The yield is 0.990. The product is [CH3:13][C:14]1[N:19]=[C:18]([S:20][CH2:2][C:3]2[CH:4]=[N:5][C:6]3[C:11]([CH:12]=2)=[CH:10][CH:9]=[CH:8][CH:7]=3)[N:17]=[C:16]([OH:21])[CH:15]=1. The reactants are Br[CH2:2][C:3]1[CH:4]=[N:5][C:6]2[C:11]([CH:12]=1)=[CH:10][CH:9]=[CH:8][CH:7]=2.[CH3:13][C:14]1[N:19]=[C:18]([SH:20])[N:17]=[C:16]([OH:21])[CH:15]=1.C(N(CC)CC)C. The catalyst is C(O)C. (2) The reactants are [C:1]([O:5][C:6]([N:8]1[CH2:13][CH2:12][N:11]([C:14]2[CH:15]=[C:16]3[C:20](=[CH:21][CH:22]=2)[N:19]([Si](C(C)(C)C)(C)C)[CH:18]=[CH:17]3)[CH:10]([CH2:30][C:31]2[CH:36]=[CH:35][CH:34]=[CH:33][CH:32]=2)[CH2:9]1)=[O:7])([CH3:4])([CH3:3])[CH3:2].CCCC[N+](CCCC)(CCCC)CCCC.[F-]. The catalyst is C1COCC1. The product is [C:1]([O:5][C:6]([N:8]1[CH2:13][CH2:12][N:11]([C:14]2[CH:15]=[C:16]3[C:20](=[CH:21][CH:22]=2)[NH:19][CH:18]=[CH:17]3)[CH:10]([CH2:30][C:31]2[CH:32]=[CH:33][CH:34]=[CH:35][CH:36]=2)[CH2:9]1)=[O:7])([CH3:4])([CH3:2])[CH3:3]. The yield is 0.930. (3) The reactants are [CH3:1][C:2]([CH3:46])([CH3:45])[CH2:3][CH2:4][C:5]1([NH:34][CH2:35][C:36]2[CH:41]=[CH:40][CH:39]=[CH:38][C:37]=2[N+:42]([O-])=O)[C:14]2[C:9](=[CH:10][CH:11]=[CH:12][CH:13]=2)[C:8]([OH:15])=[C:7]([C:16]2[NH:21][C:20]3[CH:22]=[CH:23][C:24]([NH:26][S:27]([CH3:30])(=[O:29])=[O:28])=[CH:25][C:19]=3[S:18](=[O:32])(=[O:31])[N:17]=2)[C:6]1=[O:33]. The catalyst is C(OCC)(=O)C.[Pd]. The product is [NH2:42][C:37]1[CH:38]=[CH:39][CH:40]=[CH:41][C:36]=1[CH2:35][NH:34][C:5]1([CH2:4][CH2:3][C:2]([CH3:46])([CH3:1])[CH3:45])[C:14]2[C:9](=[CH:10][CH:11]=[CH:12][CH:13]=2)[C:8]([OH:15])=[C:7]([C:16]2[NH:21][C:20]3[CH:22]=[CH:23][C:24]([NH:26][S:27]([CH3:30])(=[O:29])=[O:28])=[CH:25][C:19]=3[S:18](=[O:32])(=[O:31])[N:17]=2)[C:6]1=[O:33]. The yield is 0.570. (4) The reactants are [Br:1][C:2]1[CH:3]=[C:4]([Si:9]([C:22]2[CH:27]=[CH:26][CH:25]=[CH:24][CH:23]=2)([C:16]2[CH:21]=[CH:20][CH:19]=[CH:18][CH:17]=2)[C:10]2[CH:15]=[CH:14][CH:13]=[CH:12][CH:11]=2)[CH:5]=[C:6](Br)[CH:7]=1.[CH:28]1[C:36]2[C:35]3[CH:37]=[CH:38][CH:39]=[CH:40][C:34]=3[O:33][C:32]=2[C:31](B(O)O)=[CH:30][CH:29]=1.C(=O)([O-])[O-].[K+].[K+]. The catalyst is C1(C)C=CC=CC=1.O.C1C=CC([P]([Pd]([P](C2C=CC=CC=2)(C2C=CC=CC=2)C2C=CC=CC=2)([P](C2C=CC=CC=2)(C2C=CC=CC=2)C2C=CC=CC=2)[P](C2C=CC=CC=2)(C2C=CC=CC=2)C2C=CC=CC=2)(C2C=CC=CC=2)C2C=CC=CC=2)=CC=1. The product is [Br:1][C:2]1[CH:3]=[C:4]([Si:9]([C:10]2[CH:15]=[CH:14][CH:13]=[CH:12][CH:11]=2)([C:16]2[CH:17]=[CH:18][CH:19]=[CH:20][CH:21]=2)[C:22]2[CH:23]=[CH:24][CH:25]=[CH:26][CH:27]=2)[CH:5]=[C:6]([C:40]2[C:34]3[O:33][C:32]4[CH:31]=[CH:30][CH:29]=[CH:28][C:36]=4[C:35]=3[CH:37]=[CH:38][CH:39]=2)[CH:7]=1. The yield is 0.640.